Dataset: Forward reaction prediction with 1.9M reactions from USPTO patents (1976-2016). Task: Predict the product of the given reaction. (1) Given the reactants Cl[C:2]1[N:3]=[N:4][C:5]([N:11]2[CH2:16][CH2:15][N:14]([C:17]3[CH:22]=[CH:21][C:20]([C:23]([F:26])([F:25])[F:24])=[CH:19][N:18]=3)[CH2:13][CH2:12]2)=[C:6]2[CH:10]=[CH:9][O:8][C:7]=12.ClC1N=NC(N2CCN(C3C=CC(C(F)(F)F)=CN=3)CC2)=C2OC=CC=12.[Br-].[CH2:54]([Zn+])[C:55]1[CH:60]=[CH:59][CH:58]=[CH:57][CH:56]=1, predict the reaction product. The product is: [CH2:54]([C:2]1[N:3]=[N:4][C:5]([N:11]2[CH2:12][CH2:13][N:14]([C:17]3[CH:22]=[CH:21][C:20]([C:23]([F:25])([F:24])[F:26])=[CH:19][N:18]=3)[CH2:15][CH2:16]2)=[C:6]2[CH:10]=[CH:9][O:8][C:7]=12)[C:55]1[CH:60]=[CH:59][CH:58]=[CH:57][CH:56]=1. (2) Given the reactants [CH3:1][N:2]([CH2:4][C:5]1[C:13]2[O:12][N:11]=[C:10]([CH2:14][CH2:15][CH:16]3[CH2:21][CH2:20][N:19](C(OC(C)(C)C)=O)[CH2:18][CH2:17]3)[C:9]=2[CH:8]=[CH:7][C:6]=1[N:29]1[CH2:34][CH2:33][CH2:32][CH2:31][CH2:30]1)[CH3:3].FC(F)(F)C(O)=O.N.C(=O)(O)[O-].[Na+].[Cl-].[Na+], predict the reaction product. The product is: [CH3:1][N:2]([CH2:4][C:5]1[C:13]2[O:12][N:11]=[C:10]([CH2:14][CH2:15][CH:16]3[CH2:21][CH2:20][NH:19][CH2:18][CH2:17]3)[C:9]=2[CH:8]=[CH:7][C:6]=1[N:29]1[CH2:34][CH2:33][CH2:32][CH2:31][CH2:30]1)[CH3:3]. (3) Given the reactants [NH2:1][C@H:2]1[CH2:6][CH2:5][N:4]([C:7]2[CH:8]=[C:9]3[C:14](=[CH:15][CH:16]=2)[CH2:13][N:12]([C:17]([O:19][C:20]([CH3:23])([CH3:22])[CH3:21])=[O:18])[CH2:11][CH2:10]3)[C:3]1=[O:24].[Cl:25][C:26]1[S:30][C:29](/[CH:31]=[CH:32]/[S:33](Cl)(=[O:35])=[O:34])=[CH:28][CH:27]=1, predict the reaction product. The product is: [Cl:25][C:26]1[S:30][C:29](/[CH:31]=[CH:32]/[S:33]([NH:1][C@H:2]2[CH2:6][CH2:5][N:4]([C:7]3[CH:8]=[C:9]4[C:14](=[CH:15][CH:16]=3)[CH2:13][N:12]([C:17]([O:19][C:20]([CH3:21])([CH3:23])[CH3:22])=[O:18])[CH2:11][CH2:10]4)[C:3]2=[O:24])(=[O:35])=[O:34])=[CH:28][CH:27]=1. (4) Given the reactants [CH3:1][O:2][C:3](=[O:15])[C:4]1[CH:9]=[CH:8][C:7]([CH2:10][S:11](Cl)(=[O:13])=[O:12])=[CH:6][CH:5]=1.[NH2:16][C:17]1[CH:18]=[N:19][CH:20]=[CH:21][CH:22]=1.C(N(CC)CC)C, predict the reaction product. The product is: [CH3:1][O:2][C:3](=[O:15])[C:4]1[CH:9]=[CH:8][C:7]([CH2:10][S:11](=[O:13])(=[O:12])[NH:16][C:17]2[CH:18]=[N:19][CH:20]=[CH:21][CH:22]=2)=[CH:6][CH:5]=1.